Dataset: Reaction yield outcomes from USPTO patents with 853,638 reactions. Task: Predict the reaction yield, written as a fraction of the theoretical maximum amount of product (1.0 means a 100% yield; for example, 0.34 means a 34% yield). (1) The reactants are C(N)C1C=CC=CC=1.[CH3:9][C:10]1[CH:14]=[CH:13][NH:12][N:11]=1.[CH3:15][C:16]1[N:17]=[C:18]([N:21]2[CH2:25][CH2:24][N:23]([CH2:26][C:27]3[CH:35]=[CH:34][C:30]([C:31](O)=[O:32])=[CH:29][CH:28]=3)[C:22]2=[O:36])[S:19][CH:20]=1. No catalyst specified. The product is [CH3:9][C:10]1[N:11]([C:31]([C:30]2[CH:29]=[CH:28][C:27]([CH2:26][N:23]3[CH2:24][CH2:25][N:21]([C:18]4[S:19][CH:20]=[C:16]([CH3:15])[N:17]=4)[C:22]3=[O:36])=[CH:35][CH:34]=2)=[O:32])[N:12]=[CH:13][CH:14]=1. The yield is 0.240. (2) The reactants are [C:1]([O:5][C:6]([N:8]1[CH2:13][CH2:12][N:11]([C:14]2[N:15]=[C:16]3[S:23][C:22]([C:24]4[CH:25]=[C:26]([CH:30]=[CH:31][CH:32]=4)[C:27](O)=[O:28])=[N:21][N:17]3[C:18](=[O:20])[CH:19]=2)[CH2:10][CH2:9]1)=[O:7])([CH3:4])([CH3:3])[CH3:2].[C:33]([O:37][C:38](=[O:41])[CH2:39][NH2:40])([CH3:36])([CH3:35])[CH3:34].C1CN([P+](ON2N=NC3C=CC=CC2=3)(N2CCCC2)N2CCCC2)CC1.F[P-](F)(F)(F)(F)F.C(NC(C)C)(C)C. The catalyst is CN(C)C=O.O.CCOC(C)=O. The product is [C:33]([O:37][C:38](=[O:41])[CH2:39][NH:40][C:27]([C:26]1[CH:25]=[C:24]([C:22]2[S:23][C:16]3=[N:15][C:14]([N:11]4[CH2:10][CH2:9][N:8]([C:6]([O:5][C:1]([CH3:3])([CH3:2])[CH3:4])=[O:7])[CH2:13][CH2:12]4)=[CH:19][C:18](=[O:20])[N:17]3[N:21]=2)[CH:32]=[CH:31][CH:30]=1)=[O:28])([CH3:36])([CH3:35])[CH3:34]. The yield is 0.730. (3) The reactants are [NH:1]1[C:9]2[C:4](=[CH:5][CH:6]=[CH:7][CH:8]=2)[CH2:3][C:2]1=[O:10].[N:11]1[CH:16]=[CH:15][CH:14]=[C:13](/[CH:17]=[CH:18]/[C:19]2[C:27]3[C:22](=[CH:23][C:24]([CH:28]=O)=[CH:25][CH:26]=3)[NH:21][N:20]=2)[CH:12]=1. No catalyst specified. The product is [N:11]1[CH:16]=[CH:15][CH:14]=[C:13](/[CH:17]=[CH:18]/[C:19]2[C:27]3[C:22](=[CH:23][C:24](/[CH:28]=[C:3]4/[C:2](=[O:10])[NH:1][C:9]5[C:4]/4=[CH:5][CH:6]=[CH:7][CH:8]=5)=[CH:25][CH:26]=3)[NH:21][N:20]=2)[CH:12]=1. The yield is 0.840.